This data is from Full USPTO retrosynthesis dataset with 1.9M reactions from patents (1976-2016). The task is: Predict the reactants needed to synthesize the given product. (1) Given the product [C:28]([O:27][C:25](=[O:26])[N:14]([CH2:13][CH2:12][N:8]1[C:9]2[C:4](=[CH:3][C:2]([Br:1])=[CH:11][CH:10]=2)[CH2:5][CH2:6][CH2:7]1)[CH:15]([CH3:17])[CH3:16])([CH3:31])([CH3:30])[CH3:29], predict the reactants needed to synthesize it. The reactants are: [Br:1][C:2]1[CH:3]=[C:4]2[C:9](=[CH:10][CH:11]=1)[N:8]([CH2:12][CH2:13][NH:14][CH:15]([CH3:17])[CH3:16])[CH2:7][CH2:6][CH2:5]2.C(N(CC)CC)C.[C:25](O[C:25]([O:27][C:28]([CH3:31])([CH3:30])[CH3:29])=[O:26])([O:27][C:28]([CH3:31])([CH3:30])[CH3:29])=[O:26]. (2) Given the product [Cl:1][C:2]1[CH:27]=[CH:26][C:5]([O:6][CH2:7][C:8]([N:10]2[CH2:15][CH:14]([CH3:16])[N:13]([CH2:17][C:18]3[CH:23]=[CH:22][C:21]([F:24])=[CH:20][CH:19]=3)[CH2:12][CH:11]2[CH3:25])=[O:9])=[C:4]([CH2:28][Cl:32])[CH:3]=1, predict the reactants needed to synthesize it. The reactants are: [Cl:1][C:2]1[CH:27]=[CH:26][C:5]([O:6][CH2:7][C:8]([N:10]2[CH2:15][C@H:14]([CH3:16])[N:13]([CH2:17][C:18]3[CH:23]=[CH:22][C:21]([F:24])=[CH:20][CH:19]=3)[CH2:12][C@H:11]2[CH3:25])=[O:9])=[C:4]([CH2:28]O)[CH:3]=1.S(Cl)([Cl:32])=O. (3) Given the product [F:19][C:20]1[CH:21]=[CH:22][C:23]2[N:24]([C:26]([N:29]3[CH2:34][CH2:33][CH:32]([O:6][Si:7]([CH:8]([CH3:9])[CH3:10])([CH:11]([CH3:12])[CH3:13])[CH:14]([CH3:15])[CH3:16])[CH2:31][CH2:30]3)=[N:27][N:28]=2)[CH:25]=1, predict the reactants needed to synthesize it. The reactants are: FC(F)(F)S([O:6][Si:7]([CH:14]([CH3:16])[CH3:15])([CH:11]([CH3:13])[CH3:12])[CH:8]([CH3:10])[CH3:9])(=O)=O.[F:19][C:20]1[CH:21]=[CH:22][C:23]2[N:24]([C:26]([N:29]3[CH2:34][CH2:33][CH:32](O)[CH2:31][CH2:30]3)=[N:27][N:28]=2)[CH:25]=1.CCN(CC)CC. (4) Given the product [CH3:18][C:15]1[C:14]2[CH:19]=[CH:20][C:11]([N:7]3[CH2:6][C@H:5]([C:3]([NH2:24])=[O:2])[O:9][C:8]3=[O:10])=[CH:12][C:13]=2[O:17][N:16]=1, predict the reactants needed to synthesize it. The reactants are: C[O:2][C:3]([C@@H:5]1[O:9][C:8](=[O:10])[N:7]([C:11]2[CH:20]=[CH:19][C:14]3[C:15]([CH3:18])=[N:16][O:17][C:13]=3[CH:12]=2)[CH2:6]1)=O.N.CC#[N:24]. (5) Given the product [C:1]([O:5][C:6]([N:8]1[CH2:13][CH2:12][N:11]([CH2:14][C:15]2[C:20]([O:21][C:22]([F:24])([F:23])[F:25])=[CH:19][C:18]([C:26]([O:28][CH2:29][CH3:30])=[O:27])=[CH:17][C:16]=2[Cl:32])[CH2:10][CH2:9]1)=[O:7])([CH3:4])([CH3:3])[CH3:2], predict the reactants needed to synthesize it. The reactants are: [C:1]([O:5][C:6]([N:8]1[CH2:13][CH2:12][N:11]([CH2:14][C:15]2[C:20]([O:21][C:22]([F:25])([F:24])[F:23])=[CH:19][C:18]([C:26]([O:28][CH2:29][CH3:30])=[O:27])=[C:17](N)[C:16]=2[Cl:32])[CH2:10][CH2:9]1)=[O:7])([CH3:4])([CH3:3])[CH3:2].C(OC(=O)C1C=CC(C=O)=C(C(F)(F)F)C=1)C. (6) The reactants are: [C:1]([O:5][C:6]([N:8]([C:13]1[CH:14]=[C:15]([CH:20]=[CH:21][C:22]=1[O:23][CH3:24])[C:16]([O:18]C)=[O:17])[S:9]([CH3:12])(=[O:11])=[O:10])=[O:7])([CH3:4])([CH3:3])[CH3:2].[Li+].[OH-].Cl. Given the product [C:1]([O:5][C:6]([N:8]([C:13]1[CH:14]=[C:15]([CH:20]=[CH:21][C:22]=1[O:23][CH3:24])[C:16]([OH:18])=[O:17])[S:9]([CH3:12])(=[O:11])=[O:10])=[O:7])([CH3:4])([CH3:3])[CH3:2], predict the reactants needed to synthesize it. (7) Given the product [CH2:45]([O:52][C:26](=[O:35])[NH:23][C:8]1([C:5]2[CH:4]=[CH:3][C:2]([F:1])=[CH:7][CH:6]=2)[CH2:9][CH2:10][C:11]2([O:12][CH2:13][CH2:14][O:15]2)[CH2:16][CH2:17]1)[C:46]1[CH:51]=[CH:50][CH:49]=[CH:48][CH:47]=1, predict the reactants needed to synthesize it. The reactants are: [F:1][C:2]1[CH:7]=[CH:6][C:5]([C:8]2(C(O)=O)[CH2:17][CH2:16][C:11]3([O:15][CH2:14][CH2:13][O:12]3)[CH2:10][CH2:9]2)=[CH:4][CH:3]=1.C([N:23]([CH2:26]C)CC)C.C1(P(N=[N+]=[N-])(C2C=CC=CC=2)=[O:35])C=CC=CC=1.[CH2:45]([OH:52])[C:46]1[CH:51]=[CH:50][CH:49]=[CH:48][CH:47]=1.